This data is from Catalyst prediction with 721,799 reactions and 888 catalyst types from USPTO. The task is: Predict which catalyst facilitates the given reaction. (1) Reactant: [CH3:1][C:2]([CH3:21])=[C:3]1[CH:8]([C:9]2[CH:14]=[CH:13][C:12]([O:15][CH2:16][CH:17]([OH:20])[CH2:18][OH:19])=[CH:11][CH:10]=2)[CH:7]=[CH:6][CH:5]=[CH:4]1.C1(=[O:28])CCCCC1.C1([N:35]=[C:36]=[O:37])C=CC=CC=1. Product: [CH3:1][C:2]([CH3:21])=[C:3]1[CH:8]([C:9]2[CH:10]=[CH:11][C:12]([O:15][CH2:16][CH:17]([OH:20])[CH2:18][OH:19])=[CH:13][CH:14]=2)[CH:7]=[CH:6][CH:5]=[CH:4]1.[C:36](=[O:37])([O-:28])[NH2:35]. The catalyst class is: 66. (2) Reactant: [Cl:1][C:2]1[C:3]([N:19]=[C:20]([C:27]2[CH:32]=[CH:31][CH:30]=[CH:29][CH:28]=2)[C:21]2[CH:26]=[CH:25][CH:24]=[CH:23][CH:22]=2)=[N:4][CH:5]=[CH:6][C:7]=1[O:8][C:9]1[CH:14]=[CH:13][C:12]([N+:15]([O-])=O)=[CH:11][C:10]=1[F:18].N#N.[H][H].[H][H]. Product: [NH2:15][C:12]1[CH:13]=[CH:14][C:9]([O:8][C:7]2[CH:6]=[CH:5][N:4]=[C:3]([N:19]=[C:20]([C:21]3[CH:26]=[CH:25][CH:24]=[CH:23][CH:22]=3)[C:27]3[CH:32]=[CH:31][CH:30]=[CH:29][CH:28]=3)[C:2]=2[Cl:1])=[C:10]([F:18])[CH:11]=1. The catalyst class is: 181. (3) The catalyst class is: 107. Product: [N:31]1[C:40]2[C:35](=[N:36][CH:37]=[CH:38][CH:39]=2)[C:34]([S:41][C:42]2[CH:47]=[CH:46][C:45]([NH:48][C:2]3[C:11]4[C:6](=[CH:7][CH:8]=[CH:9][CH:10]=4)[C:5]([C:12]4[CH:17]=[CH:16][C:15]([Cl:18])=[CH:14][CH:13]=4)=[N:4][N:3]=3)=[CH:44][CH:43]=2)=[CH:33][CH:32]=1. Reactant: Cl[C:2]1[C:11]2[C:6](=[CH:7][CH:8]=[CH:9][CH:10]=2)[C:5]([C:12]2[CH:17]=[CH:16][C:15]([Cl:18])=[CH:14][CH:13]=2)=[N:4][N:3]=1.O.C1(C)C=CC(S(O)(=O)=O)=CC=1.[N:31]1[C:40]2[C:35](=[N:36][CH:37]=[CH:38][CH:39]=2)[C:34]([S:41][C:42]2[CH:47]=[CH:46][C:45]([NH2:48])=[CH:44][CH:43]=2)=[CH:33][CH:32]=1.